From a dataset of CYP2C19 inhibition data for predicting drug metabolism from PubChem BioAssay. Regression/Classification. Given a drug SMILES string, predict its absorption, distribution, metabolism, or excretion properties. Task type varies by dataset: regression for continuous measurements (e.g., permeability, clearance, half-life) or binary classification for categorical outcomes (e.g., BBB penetration, CYP inhibition). Dataset: cyp2c19_veith. (1) The drug is O=S(=O)(O)Cc1ccccc1.O=S(=O)(O)[C@@H](CO)c1ccccc1. The result is 0 (non-inhibitor). (2) The molecule is COc1ccc(CNc2nc(-c3c(C)noc3C)nc3ccccc23)c(OC)c1. The result is 1 (inhibitor). (3) The compound is CC(C)c1cccc2nc3c(c([Si](C)(C)C)c12)Cn1c-3cccc1=O. The result is 0 (non-inhibitor). (4) The molecule is Cc1cc(-c2cc(C)c(O)c(C(C)(C)C)c2)cc(C(C)(C)C)c1O. The result is 1 (inhibitor). (5) The molecule is O=C1C(Cc2ccccc2)NC(=S)N1c1ccccc1. The result is 1 (inhibitor). (6) The compound is Cc1nn(Cc2ccc(Cl)cc2)c(C)c1NC(=O)Cn1nc([N+](=O)[O-])c(Cl)c1C. The result is 0 (non-inhibitor). (7) The drug is Nc1nc(N)c2nc(CNc3ccc(C(=O)N[C@H](CCC(=O)O)C(=O)O)cc3)cnc2n1. The result is 0 (non-inhibitor).